Predict the reaction yield, written as a fraction of the theoretical maximum amount of product (1.0 means a 100% yield; for example, 0.34 means a 34% yield). From a dataset of Reaction yield outcomes from USPTO patents with 853,638 reactions. The yield is 0.800. The reactants are [O:1]1[CH2:5][CH2:4][CH2:3][C@H:2]1[C:6]([OH:8])=O.CCN=C=NCCCN(C)C.Cl.C1C=CC2N(O)[N:28]=[N:27]C=2C=1.O.NN. The catalyst is ClCCl. The product is [O:1]1[CH2:5][CH2:4][CH2:3][C@H:2]1[C:6]([NH:27][NH2:28])=[O:8].